Dataset: Forward reaction prediction with 1.9M reactions from USPTO patents (1976-2016). Task: Predict the product of the given reaction. (1) The product is: [NH2:10][C:8]1[CH:9]=[C:4]2[C:5]([CH2:13][CH2:14][C:15](=[O:17])[NH:1]2)=[CH:6][CH:7]=1. Given the reactants [N+:1]([C:4]1[CH:9]=[C:8]([N+:10]([O-])=O)[CH:7]=[CH:6][C:5]=1[CH2:13][CH2:14][C:15]([O:17]CC)=O)([O-])=O, predict the reaction product. (2) Given the reactants [N:1]([C:4]1[N:9]=[CH:8][N:7]=[C:6]([O:10][C:11]2[CH:12]=[C:13]3[C:18](=[CH:19][CH:20]=2)[N:17]=[CH:16][CH:15]=[CH:14]3)[CH:5]=1)=[N+]=[N-], predict the reaction product. The product is: [NH2:1][C:4]1[N:9]=[CH:8][N:7]=[C:6]([O:10][C:11]2[CH:12]=[C:13]3[C:18](=[CH:19][CH:20]=2)[NH:17][CH2:16][CH2:15][CH2:14]3)[CH:5]=1. (3) Given the reactants C(Cl)(=O)C(Cl)=O.CS(C)=O.[Br:11][C:12]1[CH:17]=[C:16]([F:18])[CH:15]=[CH:14][C:13]=1[CH2:19][OH:20].C(N(CC)CC)C, predict the reaction product. The product is: [Br:11][C:12]1[CH:17]=[C:16]([F:18])[CH:15]=[CH:14][C:13]=1[CH:19]=[O:20]. (4) The product is: [O:10]1[CH2:11][CH2:12][CH:13]=[C:8]([C:7]2[C:2]([O:21][C:18]3[CH:19]=[CH:20][C:15]([NH2:14])=[CH:16][CH:17]=3)=[N:3][CH:4]=[CH:5][N:6]=2)[CH2:9]1. Given the reactants Cl[C:2]1[C:7]([C:8]2[CH2:9][O:10][CH2:11][CH2:12][CH:13]=2)=[N:6][CH:5]=[CH:4][N:3]=1.[NH2:14][C:15]1[CH:20]=[CH:19][C:18]([OH:21])=[CH:17][CH:16]=1.C(=O)([O-])[O-].[Cs+].[Cs+], predict the reaction product. (5) Given the reactants [C:1](=[O:4])([O-])[O-:2].[K+].[K+].Cl.[CH:8]([CH:11]1[C:20]2[C:15](=[CH:16][C:17]([O:21][CH3:22])=[CH:18][CH:19]=2)[CH2:14][CH2:13][NH:12]1)([CH3:10])[CH3:9].[OH2:23], predict the reaction product. The product is: [C:1]([OH:2])(=[O:4])[CH:14]([C:15]1[CH:20]=[CH:19][CH:18]=[CH:17][CH:16]=1)[OH:23].[CH:8]([CH:11]1[C:20]2[C:15](=[CH:16][C:17]([O:21][CH3:22])=[CH:18][CH:19]=2)[CH2:14][CH2:13][NH:12]1)([CH3:10])[CH3:9].